Predict the product of the given reaction. From a dataset of Forward reaction prediction with 1.9M reactions from USPTO patents (1976-2016). The product is: [NH2:1][C:2]1[N:7]=[C:6]([N:8]2[CH2:13][CH2:12][CH2:11][CH:10]([NH:14][C:15](=[O:21])[O:16][C:17]([CH3:20])([CH3:19])[CH3:18])[CH2:9]2)[CH:5]=[C:4]([C:22]2[CH:23]=[C:24]3[C:25]([C:28]([NH2:29])=[N:38][NH:39]3)=[CH:26][CH:27]=2)[N:3]=1. Given the reactants [NH2:1][C:2]1[N:7]=[C:6]([N:8]2[CH2:13][CH2:12][CH2:11][CH:10]([NH:14][C:15](=[O:21])[O:16][C:17]([CH3:20])([CH3:19])[CH3:18])[CH2:9]2)[CH:5]=[C:4]([C:22]2[CH:27]=[CH:26][C:25]([C:28]#[N:29])=[C:24](F)[CH:23]=2)[N:3]=1.O1CCOCC1.O.[NH2:38][NH2:39].NN, predict the reaction product.